Dataset: Full USPTO retrosynthesis dataset with 1.9M reactions from patents (1976-2016). Task: Predict the reactants needed to synthesize the given product. (1) Given the product [C:18]([NH:21][C@@H:22]([C:30]([OH:32])=[O:31])[CH2:23][C:24]1[CH:25]=[CH:26][CH:27]=[CH:28][CH:29]=1)(=[O:20])[CH3:19].[NH2:1][C@H:2]([C:8]1[CH:13]=[CH:12][C:11]([O:14][CH3:15])=[C:10]([O:16][CH3:17])[CH:9]=1)[CH2:3][C:4]([O:6][CH3:7])=[O:5], predict the reactants needed to synthesize it. The reactants are: [NH2:1][CH:2]([C:8]1[CH:13]=[CH:12][C:11]([O:14][CH3:15])=[C:10]([O:16][CH3:17])[CH:9]=1)[CH2:3][C:4]([O:6][CH3:7])=[O:5].[C:18]([NH:21][C@@H:22]([C:30]([OH:32])=[O:31])[CH2:23][C:24]1[CH:29]=[CH:28][CH:27]=[CH:26][CH:25]=1)(=[O:20])[CH3:19]. (2) Given the product [Cl:1][C:2]1[N:3]=[CH:4][C:5]([C:6]([NH:15][C:14]2[CH:16]=[CH:17][C:18]([O:20][CH3:21])=[CH:19][C:13]=2[O:12][CH3:11])=[O:7])=[CH:9][CH:10]=1, predict the reactants needed to synthesize it. The reactants are: [Cl:1][C:2]1[CH:10]=[CH:9][C:5]([C:6](Cl)=[O:7])=[CH:4][N:3]=1.[CH3:11][O:12][C:13]1[CH:19]=[C:18]([O:20][CH3:21])[CH:17]=[CH:16][C:14]=1[NH2:15]. (3) Given the product [F:14][C:3]1[CH:2]=[C:11]2[C:6]([CH:7]=[CH:8][C:9]([O:12][CH3:13])=[N:10]2)=[N:5][CH:4]=1, predict the reactants needed to synthesize it. The reactants are: Br[C:2]1[C:3]([F:14])=[CH:4][N:5]=[C:6]2[C:11]=1[N:10]=[C:9]([O:12][CH3:13])[CH:8]=[CH:7]2.C(=O)([O-])O.[Na+].[H][H]. (4) Given the product [F:52][C:49]1[C:47]2[NH:46][C:11](=[O:13])[CH:10]([NH:14][C:15](=[O:16])[O:17][CH2:18][C:19]3[CH:20]=[CH:21][CH:22]=[CH:23][CH:24]=3)[N:1]=[C:5]([C:6]3[CH:7]=[CH:8][CH:9]=[CH:4][CH:38]=3)[C:26]=2[CH:25]=[CH:34][CH:33]=1, predict the reactants needed to synthesize it. The reactants are: [N:1]1([CH:10]([NH:14][C:15]([O:17][CH2:18][C:19]2[CH:24]=[CH:23][CH:22]=[CH:21][CH:20]=2)=[O:16])[C:11]([OH:13])=O)[C:5]2[CH:6]=[CH:7][CH:8]=[CH:9][C:4]=2N=N1.[C:25](Cl)(=O)[C:26](Cl)=O.CN1CCO[CH2:34][CH2:33]1.[C:38](O)(=O)C.C([O-])(=O)C.[NH4+:46].[C:47](O)([C:49]([F:52])(F)F)=O. (5) Given the product [N+:10]([C:7]1[CH:8]=[CH:9][C:4]([CH2:3][CH2:2][N:13]2[CH2:18][CH2:17][O:16][CH2:15][CH2:14]2)=[CH:5][CH:6]=1)([O-:12])=[O:11], predict the reactants needed to synthesize it. The reactants are: Br[CH2:2][CH2:3][C:4]1[CH:9]=[CH:8][C:7]([N+:10]([O-:12])=[O:11])=[CH:6][CH:5]=1.[NH:13]1[CH2:18][CH2:17][O:16][CH2:15][CH2:14]1.C(=O)([O-])[O-].[K+].[K+]. (6) Given the product [CH3:44][C:43]1[O:42][N:41]=[C:40]([CH3:45])[C:39]=1[C:36]1[CH:37]=[N:38][C:17]2[C:16]3[CH:15]=[CH:14][C:13]([C:9]4([OH:8])[CH2:10][O:11][CH2:12]4)=[CH:21][C:20]=3[N:19]([C@@H:22]([CH:23]3[CH2:28][CH2:27][O:26][CH2:25][CH2:24]3)[C:29]3[CH:34]=[CH:33][CH:32]=[CH:31][CH:30]=3)[C:18]=2[CH:35]=1, predict the reactants needed to synthesize it. The reactants are: [Si]([O:8][C:9]1([C:13]2[CH:14]=[CH:15][C:16]3[C:17]4[N:38]=[CH:37][C:36]([C:39]5[C:40]([CH3:45])=[N:41][O:42][C:43]=5[CH3:44])=[CH:35][C:18]=4[N:19]([C@H:22]([C:29]4[CH:34]=[CH:33][CH:32]=[CH:31][CH:30]=4)[CH:23]4[CH2:28][CH2:27][O:26][CH2:25][CH2:24]4)[C:20]=3[CH:21]=2)[CH2:12][O:11][CH2:10]1)(C(C)(C)C)(C)C.CCCC[N+](CCCC)(CCCC)CCCC.[F-]. (7) The reactants are: Cl[C:2]1[N:7]=[CH:6][C:5]([CH:8]([CH3:11])[C:9]#[N:10])=[CH:4][CH:3]=1.C(N(CC)CC)C.[CH3:19][O:20][CH2:21][CH2:22][NH:23][CH3:24]. Given the product [CH3:19][O:20][CH2:21][CH2:22][N:23]([CH3:24])[C:2]1[N:7]=[CH:6][C:5]([CH:8]([CH3:11])[C:9]#[N:10])=[CH:4][CH:3]=1, predict the reactants needed to synthesize it. (8) Given the product [CH2:1]([O:3][C:4]1[CH:5]=[C:6]2[C:11](=[C:12]3[CH2:16][C:15]([CH3:18])([CH3:17])[O:14][C:13]=13)[C:10]([C:19]1[CH:20]=[C:21]([NH:25][S:29]([CH3:28])(=[O:31])=[O:30])[CH:22]=[CH:23][CH:24]=1)=[N:9][C:8]([CH3:26])([CH3:27])[CH2:7]2)[CH3:2], predict the reactants needed to synthesize it. The reactants are: [CH2:1]([O:3][C:4]1[CH:5]=[C:6]2[C:11](=[C:12]3[CH2:16][C:15]([CH3:18])([CH3:17])[O:14][C:13]=13)[C:10]([C:19]1[CH:20]=[C:21]([NH2:25])[CH:22]=[CH:23][CH:24]=1)=[N:9][C:8]([CH3:27])([CH3:26])[CH2:7]2)[CH3:2].[CH3:28][S:29](Cl)(=[O:31])=[O:30].C(=O)([O-])O.[Na+]. (9) Given the product [C:1]([O:5][C:6](=[O:28])[NH:7][C@H:8]([C:16](=[O:27])[NH:17][C@H:18]1[CH2:24][CH2:23][C@@H:22]([CH3:25])[N:21]([CH2:29][CH2:30][CH3:31])[CH2:20][C@@H:19]1[OH:26])[CH2:9][CH:10]1[CH2:11][CH2:12][CH2:13][CH2:14][CH2:15]1)([CH3:2])([CH3:3])[CH3:4], predict the reactants needed to synthesize it. The reactants are: [C:1]([O:5][C:6](=[O:28])[NH:7][C@H:8]([C:16](=[O:27])[NH:17][C@H:18]1[CH2:24][CH2:23][C@@H:22]([CH3:25])[NH:21][CH2:20][C@@H:19]1[OH:26])[CH2:9][CH:10]1[CH2:15][CH2:14][CH2:13][CH2:12][CH2:11]1)([CH3:4])([CH3:3])[CH3:2].[CH:29](=O)[CH2:30][CH3:31].[BH4-].[Na+].